This data is from Forward reaction prediction with 1.9M reactions from USPTO patents (1976-2016). The task is: Predict the product of the given reaction. (1) The product is: [C:1]([O:5][C:6]([N:8]1[CH2:9][CH2:10][CH:11]([N:14]2[CH2:18][CH:17]([S:19]([C:22]3[CH:27]=[CH:26][CH:25]=[CH:24][C:23]=3[C:28]([F:29])([F:30])[F:31])(=[O:21])=[O:20])[CH2:16][CH:15]2[C:32]([OH:34])=[O:33])[CH2:12][CH2:13]1)=[O:7])([CH3:4])([CH3:2])[CH3:3]. Given the reactants [C:1]([O:5][C:6]([N:8]1[CH2:13][CH2:12][CH:11]([N:14]2[CH2:18][CH:17]([S:19]([C:22]3[CH:27]=[CH:26][CH:25]=[CH:24][C:23]=3[C:28]([F:31])([F:30])[F:29])(=[O:21])=[O:20])[CH2:16][CH:15]2[C:32]([O:34]CC)=[O:33])[CH2:10][CH2:9]1)=[O:7])([CH3:4])([CH3:3])[CH3:2].[OH-].[Li+], predict the reaction product. (2) Given the reactants [CH3:1][O:2][C:3]1[CH:4]=[C:5]([CH:8]=[CH:9][C:10]=1[O:11][CH2:12][CH2:13][C:14]1[N:15]=[C:16]([C:20]2[CH:25]=[CH:24][CH:23]=[CH:22][CH:21]=2)[O:17][C:18]=1[CH3:19])[CH:6]=[O:7].OC1C=CC(C=O)=CC=1OC.CC1OC(C2C=CC=CC=2)=NC=1CCOS(C)(=O)=O.[CH2:56]([C@H:63]1[CH2:67][O:66][C:65](=[O:68])[N:64]1[C:69](=[O:74])[CH2:70][O:71][CH2:72][CH3:73])[C:57]1[CH:62]=[CH:61][CH:60]=[CH:59][CH:58]=1.B(OS(C(F)(F)F)(=O)=O)(CCCC)CCCC, predict the reaction product. The product is: [CH2:56]([C@H:63]1[CH2:67][O:66][C:65](=[O:68])[N:64]1[C:69](=[O:74])[C@@H:70]([O:71][CH2:72][CH3:73])[C@H:6]([OH:7])[C:5]1[CH:8]=[CH:9][C:10]([O:11][CH2:12][CH2:13][C:14]2[N:15]=[C:16]([C:20]3[CH:25]=[CH:24][CH:23]=[CH:22][CH:21]=3)[O:17][C:18]=2[CH3:19])=[C:3]([O:2][CH3:1])[CH:4]=1)[C:57]1[CH:58]=[CH:59][CH:60]=[CH:61][CH:62]=1. (3) Given the reactants [NH:1]1[C:9]2[C:4](=[CH:5][C:6]([C:10](OC)=[O:11])=[CH:7][CH:8]=2)[CH:3]=[N:2]1.[H-].[Al+3].[Li+].[H-].[H-].[H-].O, predict the reaction product. The product is: [NH:1]1[C:9]2[C:4](=[CH:5][C:6]([CH2:10][OH:11])=[CH:7][CH:8]=2)[CH:3]=[N:2]1. (4) Given the reactants [H-].[Na+].[CH:3](=O)[C:4]1[CH:9]=[CH:8][CH:7]=[CH:6][CH:5]=1.[N+:11]([CH2:13][C:14]([O:16][CH2:17][CH3:18])=[O:15])#[C-:12].C(O)(=[O:21])C, predict the reaction product. The product is: [CH:12]([NH:11][C:13](=[CH:3][C:4]1[CH:9]=[CH:8][CH:7]=[CH:6][CH:5]=1)[C:14]([O:16][CH2:17][CH3:18])=[O:15])=[O:21]. (5) Given the reactants [CH3:1][O:2][C:3]1[C:7]([C:8]([OH:10])=O)=[CH:6][N:5]([C:11]2[N:16]=[CH:15][CH:14]=[CH:13][N:12]=2)[N:4]=1.CCN(C(C)C)C(C)C.[C:26]12([CH2:36][NH2:37])[CH2:35][CH:30]3[CH2:31][CH:32]([CH2:34][CH:28]([CH2:29]3)[CH2:27]1)[CH2:33]2.F[P-](F)(F)(F)(F)F.N1(O[P+](N(C)C)(N(C)C)N(C)C)C2C=CC=CC=2N=N1, predict the reaction product. The product is: [C:26]12([CH2:36][NH:37][C:8]([C:7]3[C:3]([O:2][CH3:1])=[N:4][N:5]([C:11]4[N:16]=[CH:15][CH:14]=[CH:13][N:12]=4)[CH:6]=3)=[O:10])[CH2:33][CH:32]3[CH2:31][CH:30]([CH2:29][CH:28]([CH2:34]3)[CH2:27]1)[CH2:35]2. (6) Given the reactants [F:1][C:2]([F:16])([F:15])[C:3]1[O:7][N:6]=[C:5]([C:8]2[N:9]=[CH:10][C:11]([NH2:14])=[N:12][CH:13]=2)[N:4]=1.[C:17](Cl)(=[O:19])[CH3:18], predict the reaction product. The product is: [F:16][C:2]([F:1])([F:15])[C:3]1[O:7][N:6]=[C:5]([C:8]2[N:9]=[CH:10][C:11]([NH:14][C:17](=[O:19])[CH3:18])=[N:12][CH:13]=2)[N:4]=1. (7) The product is: [OH:9][CH:10]([CH3:12])[CH2:11][C@H:7]([CH2:1][CH2:2][CH2:3][CH2:4][CH2:5][CH3:6])[C:8]([O-:13])=[O:14].[Na+:15]. Given the reactants [CH2:1]([C@H:7]1[CH2:11][CH:10]([CH3:12])[O:9][C:8]1=[O:13])[CH2:2][CH2:3][CH2:4][CH2:5][CH3:6].[OH-:14].[Na+:15], predict the reaction product. (8) Given the reactants [C:1]([O:5][C:6]([N:8]1[CH2:12][CH2:11][C@H:10]([N:13]2[CH2:17][CH2:16][CH2:15][C@H:14]2[CH3:18])[CH2:9]1)=[O:7])([CH3:4])([CH3:3])[CH3:2].[C:19](OC(N1CC[C@@H](OS(C2C=CC(C)=CC=2)(=O)=O)C1)=O)(C)(C)C.C[C@H]1CCCCN1, predict the reaction product. The product is: [C:1]([O:5][C:6]([N:8]1[CH2:12][CH2:11][C@H:10]([N:13]2[CH2:17][CH2:16][CH2:15][CH2:18][C@@H:14]2[CH3:19])[CH2:9]1)=[O:7])([CH3:2])([CH3:3])[CH3:4]. (9) Given the reactants [CH2:1]([NH:9][C:10]([C@@H:12]1[CH2:17][CH2:16][CH2:15][NH:14][NH:13]1)=[O:11])[CH2:2][C:3]1[CH:8]=[CH:7][CH:6]=[CH:5][CH:4]=1.CCN(CC)CC.[CH2:25]([O:32][C:33](Cl)=[O:34])[C:26]1[CH:31]=[CH:30][CH:29]=[CH:28][CH:27]=1, predict the reaction product. The product is: [CH2:25]([O:32][C:33]([N:14]1[CH2:15][CH2:16][CH2:17][C@@H:12]([C:10](=[O:11])[NH:9][CH2:1][CH2:2][C:3]2[CH:4]=[CH:5][CH:6]=[CH:7][CH:8]=2)[NH:13]1)=[O:34])[C:26]1[CH:31]=[CH:30][CH:29]=[CH:28][CH:27]=1.